This data is from Reaction yield outcomes from USPTO patents with 853,638 reactions. The task is: Predict the reaction yield, written as a fraction of the theoretical maximum amount of product (1.0 means a 100% yield; for example, 0.34 means a 34% yield). (1) The reactants are [Cl:1][C:2]1[CH:3]=[C:4]([NH:9][C:10]([N:12]2[CH2:17][CH2:16][N:15]([CH2:18][CH2:19][C:20](O)=[O:21])[C:14](=[O:23])[C@@H:13]2[CH3:24])=[O:11])[CH:5]=[CH:6][C:7]=1[Cl:8].Cl.[F:26][C:27]([F:35])([F:34])[CH:28]1[CH2:33][CH2:32][NH:31][CH2:30][CH2:29]1. No catalyst specified. The product is [Cl:1][C:2]1[CH:3]=[C:4]([NH:9][C:10]([N:12]2[CH2:17][CH2:16][N:15]([CH2:18][CH2:19][C:20](=[O:21])[N:31]3[CH2:32][CH2:33][CH:28]([C:27]([F:35])([F:34])[F:26])[CH2:29][CH2:30]3)[C:14](=[O:23])[C@@H:13]2[CH3:24])=[O:11])[CH:5]=[CH:6][C:7]=1[Cl:8]. The yield is 0.310. (2) The catalyst is C1COCC1. The product is [CH3:25][NH:26][C:27]1[N:32]=[C:31]([CH2:33][CH2:34][O:1][C:2]2[CH:3]=[CH:4][C:5]3[C:9]([CH2:10][CH2:11][C:12]([O:14][CH2:15][CH3:16])=[O:13])=[CH:8][S:7][C:6]=3[CH:17]=2)[CH:30]=[CH:29][CH:28]=1. The yield is 0.190. The reactants are [OH:1][C:2]1[CH:3]=[CH:4][C:5]2[C:9]([CH2:10][CH2:11][C:12]([O:14][CH2:15][CH3:16])=[O:13])=[CH:8][S:7][C:6]=2[CH:17]=1.CN1CCOCC1.[CH3:25][NH:26][C:27]1[N:32]=[C:31]([CH2:33][CH2:34]O)[CH:30]=[CH:29][CH:28]=1.C1(P(C2C=CC=CC=2)C2C=CC=CC=2)C=CC=CC=1.N(C(OC(C)C)=O)=NC(OC(C)C)=O. (3) The reactants are [CH3:1][CH:2]1[CH2:7][C:6](=[O:8])[CH2:5][C:4](=[O:9])[CH2:3]1.C([O-])([O-])=O.[Na+].[Na+].[O:16](S(C(F)(F)F)(=O)=O)[S:17]([C:20]([F:23])([F:22])[F:21])(=O)=[O:18]. The catalyst is C(Cl)Cl. The product is [F:21][C:20]([F:23])([F:22])[S:17]([O:8][C:6]1[CH2:7][CH:2]([CH3:1])[CH2:3][C:4](=[O:9])[CH:5]=1)(=[O:18])=[O:16]. The yield is 0.670.